From a dataset of NCI-60 drug combinations with 297,098 pairs across 59 cell lines. Regression. Given two drug SMILES strings and cell line genomic features, predict the synergy score measuring deviation from expected non-interaction effect. (1) Drug 1: CNC(=O)C1=CC=CC=C1SC2=CC3=C(C=C2)C(=NN3)C=CC4=CC=CC=N4. Drug 2: CC1=C(C(=CC=C1)Cl)NC(=O)C2=CN=C(S2)NC3=CC(=NC(=N3)C)N4CCN(CC4)CCO. Cell line: HOP-92. Synergy scores: CSS=24.3, Synergy_ZIP=4.37, Synergy_Bliss=6.50, Synergy_Loewe=-1.77, Synergy_HSA=6.08. (2) Drug 1: C1=CC(=CC=C1CCC2=CNC3=C2C(=O)NC(=N3)N)C(=O)NC(CCC(=O)O)C(=O)O. Drug 2: CN(C)C1=NC(=NC(=N1)N(C)C)N(C)C. Cell line: PC-3. Synergy scores: CSS=50.0, Synergy_ZIP=0.975, Synergy_Bliss=0.0571, Synergy_Loewe=-20.1, Synergy_HSA=-0.416.